Dataset: Full USPTO retrosynthesis dataset with 1.9M reactions from patents (1976-2016). Task: Predict the reactants needed to synthesize the given product. (1) Given the product [Br:1][C:2]1[CH:3]=[CH:4][C:5]2[S:14][C:8]3[CH2:9][N:10]([C:23]([O:25][C:26]([CH3:29])([CH3:28])[CH3:27])=[O:24])[CH2:11][CH2:12][CH2:13][C:7]=3[C:6]=2[CH:15]=1, predict the reactants needed to synthesize it. The reactants are: [Br:1][C:2]1[CH:3]=[CH:4][C:5]2[S:14][C:8]3[CH2:9][NH:10][CH2:11][CH2:12][CH2:13][C:7]=3[C:6]=2[CH:15]=1.C(N(CC)CC)C.[C:23](O[C:23]([O:25][C:26]([CH3:29])([CH3:28])[CH3:27])=[O:24])([O:25][C:26]([CH3:29])([CH3:28])[CH3:27])=[O:24]. (2) The reactants are: [N:1]1[N:2]=[C:3]([C:10]2[CH:19]=[CH:18][C:17]3[C:12](=[C:13]([O:21][CH2:22][C:23]4([OH:37])[CH2:29][CH2:28][CH2:27][N:26]([C:30]([O:32][C:33]([CH3:36])([CH3:35])[CH3:34])=[O:31])[CH2:25][CH2:24]4)[CH:14]=[C:15]([F:20])[CH:16]=3)[N:11]=2)[N:4]2[CH:9]=[CH:8][CH:7]=[CH:6][C:5]=12.[H-].[Na+].I[CH3:41]. Given the product [N:1]1[N:2]=[C:3]([C:10]2[CH:19]=[CH:18][C:17]3[C:12](=[C:13]([O:21][CH2:22][C:23]4([O:37][CH3:41])[CH2:29][CH2:28][CH2:27][N:26]([C:30]([O:32][C:33]([CH3:34])([CH3:36])[CH3:35])=[O:31])[CH2:25][CH2:24]4)[CH:14]=[C:15]([F:20])[CH:16]=3)[N:11]=2)[N:4]2[CH:9]=[CH:8][CH:7]=[CH:6][C:5]=12, predict the reactants needed to synthesize it.